Dataset: Forward reaction prediction with 1.9M reactions from USPTO patents (1976-2016). Task: Predict the product of the given reaction. Given the reactants [Br:1][C:2]1[CH:10]=[CH:9][C:5]([C:6](O)=[O:7])=[CH:4][C:3]=1[CH3:11].Cl.[CH3:13][NH:14][O:15][CH3:16].N1C=CC=CC=1, predict the reaction product. The product is: [Br:1][C:2]1[CH:10]=[CH:9][C:5]([C:6]([N:14]([O:15][CH3:16])[CH3:13])=[O:7])=[CH:4][C:3]=1[CH3:11].